This data is from Forward reaction prediction with 1.9M reactions from USPTO patents (1976-2016). The task is: Predict the product of the given reaction. (1) Given the reactants [CH3:1][O:2][C:3](=[O:33])[CH2:4][C:5]1[CH:6]=[C:7]([C:13]2[CH:18]=[CH:17][C:16]([C:19]([F:22])([F:21])[F:20])=[CH:15][C:14]=2[CH2:23][NH:24][CH2:25][CH2:26][C:27]2[CH:32]=[CH:31][CH:30]=[CH:29][CH:28]=2)[C:8]([O:11][CH3:12])=[CH:9][CH:10]=1.[C:34](Cl)(=[O:36])[CH3:35], predict the reaction product. The product is: [CH3:1][O:2][C:3](=[O:33])[CH2:4][C:5]1[CH:6]=[C:7]([C:13]2[CH:18]=[CH:17][C:16]([C:19]([F:21])([F:20])[F:22])=[CH:15][C:14]=2[CH2:23][N:24]([C:34](=[O:36])[CH3:35])[CH2:25][CH2:26][C:27]2[CH:32]=[CH:31][CH:30]=[CH:29][CH:28]=2)[C:8]([O:11][CH3:12])=[CH:9][CH:10]=1. (2) Given the reactants [C:1](=[C:3]1[CH2:7][CH2:6][N:5]([C:8]([O:10][C:11]([CH3:14])([CH3:13])[CH3:12])=[O:9])[CH2:4]1)=O.[OH2:15], predict the reaction product. The product is: [OH:15][C:3]1([CH3:1])[CH2:7][CH2:6][N:5]([C:8]([O:10][C:11]([CH3:14])([CH3:13])[CH3:12])=[O:9])[CH2:4]1. (3) Given the reactants C([Li])CCC.Br[C:7]1[CH:12]=[CH:11][CH:10]=[C:9]([Br:13])[N:8]=1.C(N(CC1C=CC=CC=1)[C:17](=[O:22])[CH2:18][CH2:19][O:20][CH3:21])C, predict the reaction product. The product is: [Br:13][C:9]1[N:8]=[C:7]([C:17](=[O:22])[CH2:18][CH2:19][O:20][CH3:21])[CH:12]=[CH:11][CH:10]=1. (4) The product is: [CH2:1]([O:3][C:4]([C:6]1[C:7]([CH3:16])=[N:8][C:9]2[C:14]([CH:15]=1)=[C:13]([Br:17])[CH:12]=[N:11][CH:10]=2)=[O:5])[CH3:2]. Given the reactants [CH2:1]([O:3][C:4]([C:6]1[C:7]([CH3:16])=[N:8][C:9]2[C:14]([CH:15]=1)=[CH:13][CH:12]=[N:11][CH:10]=2)=[O:5])[CH3:2].[Br:17]N1C(=O)CCC1=O, predict the reaction product.